From a dataset of Peptide-MHC class I binding affinity with 185,985 pairs from IEDB/IMGT. Regression. Given a peptide amino acid sequence and an MHC pseudo amino acid sequence, predict their binding affinity value. This is MHC class I binding data. (1) The peptide sequence is AVHECFVKR. The MHC is HLA-A31:01 with pseudo-sequence HLA-A31:01. The binding affinity (normalized) is 0.661. (2) The peptide sequence is MEIRPVKEK. The MHC is HLA-B44:03 with pseudo-sequence HLA-B44:03. The binding affinity (normalized) is 0.361. (3) The peptide sequence is AINGVMWTV. The MHC is HLA-A02:03 with pseudo-sequence HLA-A02:03. The binding affinity (normalized) is 0.782. (4) The peptide sequence is LTNKKYRCMA. The MHC is HLA-A02:01 with pseudo-sequence HLA-A02:01. The binding affinity (normalized) is 0. (5) The peptide sequence is YSLLNRKAI. The MHC is BoLA-JSP.1 with pseudo-sequence BoLA-JSP.1. The binding affinity (normalized) is 0.0641. (6) The peptide sequence is LANWCLLNY. The MHC is HLA-B58:01 with pseudo-sequence HLA-B58:01. The binding affinity (normalized) is 0.571. (7) The peptide sequence is MMWYWGPSL. The MHC is HLA-A11:01 with pseudo-sequence HLA-A11:01. The binding affinity (normalized) is 0. (8) The peptide sequence is YLSGANLNL. The MHC is HLA-A02:02 with pseudo-sequence HLA-A02:02. The binding affinity (normalized) is 0.528.